Dataset: Forward reaction prediction with 1.9M reactions from USPTO patents (1976-2016). Task: Predict the product of the given reaction. Given the reactants C1(C)C=CC(C([C@](C(O)=O)(O)[C@](C(C2C=CC(C)=CC=2)=O)(O)C(O)=O)=O)=CC=1.[CH3:29][N:30]([CH3:54])[CH2:31][C@H:32]([C:47]1([OH:53])[CH2:52][CH2:51][CH2:50][CH2:49][CH2:48]1)[C:33]1[CH:38]=[CH:37][C:36]([O:39][CH2:40][C:41]2[CH:46]=[CH:45][CH:44]=[CH:43][CH:42]=2)=[CH:35][CH:34]=1.[OH-].[Na+], predict the reaction product. The product is: [CH3:54][N:30]([CH3:29])[CH2:31][C@H:32]([C:47]1([OH:53])[CH2:48][CH2:49][CH2:50][CH2:51][CH2:52]1)[C:33]1[CH:38]=[CH:37][C:36]([O:39][CH2:40][C:41]2[CH:46]=[CH:45][CH:44]=[CH:43][CH:42]=2)=[CH:35][CH:34]=1.